This data is from Reaction yield outcomes from USPTO patents with 853,638 reactions. The task is: Predict the reaction yield, written as a fraction of the theoretical maximum amount of product (1.0 means a 100% yield; for example, 0.34 means a 34% yield). (1) The yield is 0.420. The reactants are [CH2:1]([O:3][C:4]1[C:9]([CH:10]([CH3:12])[CH3:11])=[CH:8][CH:7]=[CH:6][C:5]=1[CH2:13][OH:14])[CH3:2]. The catalyst is C1C=CC=CC=1.O=[Mn]=O. The product is [CH2:1]([O:3][C:4]1[C:9]([CH:10]([CH3:11])[CH3:12])=[CH:8][CH:7]=[CH:6][C:5]=1[CH:13]=[O:14])[CH3:2]. (2) The reactants are [Cl:1][C:2]1[CH:7]=[C:6]([Cl:8])[CH:5]=[CH:4][C:3]=1[CH3:9].[N+:10]([O-])([OH:12])=[O:11]. The yield is 0.800. The catalyst is S(=O)(=O)(O)O. The product is [Cl:1][C:2]1[CH:7]=[C:6]([Cl:8])[C:5]([N+:10]([O-:12])=[O:11])=[CH:4][C:3]=1[CH3:9]. (3) The reactants are [CH:1]1([OH:4])[CH2:3][CH2:2]1.Cl[C:6]1[N:7]=[CH:8][C:9]([C:12]([O:14][CH3:15])=[O:13])=[N:10][CH:11]=1.C(=O)([O-])[O-].[K+].[K+]. The catalyst is CN(C)C=O.O. The product is [CH:1]1([O:4][C:6]2[N:7]=[CH:8][C:9]([C:12]([O:14][CH3:15])=[O:13])=[N:10][CH:11]=2)[CH2:3][CH2:2]1. The yield is 0.540. (4) The reactants are [Br:1][C:2]1[CH:10]=[C:9](/[CH:11]=[CH:12]/[CH:13]([C:18]2[CH:23]=[C:22]([Cl:24])[C:21]([F:25])=[C:20]([Cl:26])[CH:19]=2)[C:14]([F:17])([F:16])[F:15])[CH:8]=[CH:7][C:3]=1[C:4](O)=[O:5].[NH2:27][CH2:28][C:29]([NH:31][CH2:32][C:33]([F:36])([F:35])[F:34])=[O:30].F[P-](F)(F)(F)(F)F.N1(O[P+](N2CCCC2)(N2CCCC2)N2CCCC2)C2C=CC=CC=2N=N1.CCN(C(C)C)C(C)C. The catalyst is C(Cl)Cl.O. The product is [Br:1][C:2]1[CH:10]=[C:9](/[CH:11]=[CH:12]/[CH:13]([C:18]2[CH:19]=[C:20]([Cl:26])[C:21]([F:25])=[C:22]([Cl:24])[CH:23]=2)[C:14]([F:17])([F:16])[F:15])[CH:8]=[CH:7][C:3]=1[C:4]([NH:27][CH2:28][C:29](=[O:30])[NH:31][CH2:32][C:33]([F:36])([F:35])[F:34])=[O:5]. The yield is 0.310. (5) The reactants are [Cl:1][C:2]1[CH:3]=[C:4]2[C:9](=[CH:10][CH:11]=1)[N:8]=[C:7]([N:12]1[CH2:17][CH2:16][NH:15][CH2:14][CH2:13]1)[N:6]=[C:5]2[NH:18][NH2:19].Cl.[N:21]([O-])=O.[Na+]. The catalyst is O. The product is [Cl:1][C:2]1[CH:11]=[CH:10][C:9]2[N:8]=[C:7]([N:12]3[CH2:17][CH2:16][NH:15][CH2:14][CH2:13]3)[N:6]3[N:21]=[N:19][N:18]=[C:5]3[C:4]=2[CH:3]=1. The yield is 0.400.